Dataset: CYP2C9 inhibition data for predicting drug metabolism from PubChem BioAssay. Task: Regression/Classification. Given a drug SMILES string, predict its absorption, distribution, metabolism, or excretion properties. Task type varies by dataset: regression for continuous measurements (e.g., permeability, clearance, half-life) or binary classification for categorical outcomes (e.g., BBB penetration, CYP inhibition). Dataset: cyp2c9_veith. (1) The drug is O=[N+]([O-])c1ccc(S(=O)(=O)Nc2ccc(-c3csc(-c4ccccc4)n3)cc2)cc1. The result is 1 (inhibitor). (2) The compound is CN(C)CCCc1c[nH]c2ccccc12. The result is 0 (non-inhibitor).